Dataset: Forward reaction prediction with 1.9M reactions from USPTO patents (1976-2016). Task: Predict the product of the given reaction. (1) The product is: [O:16]=[C:7]1[C:8]2[C:13](=[CH:12][CH:11]=[CH:10][CH:9]=2)[C:14](=[O:15])[N:6]1[CH2:5][C:4]1[CH:17]=[CH:18][C:19]2[NH:20][C:24]([CH2:26][C:27]3[N:31]([CH3:32])[C:30]4[CH:33]=[CH:34][C:35]([C:37]([OH:39])=[O:38])=[CH:36][C:29]=4[N:28]=3)=[N:1][C:2]=2[CH:3]=1. Given the reactants [NH2:1][C:2]1[CH:3]=[C:4]([CH:17]=[CH:18][C:19]=1[NH2:20])[CH2:5][N:6]1[C:14](=[O:15])[C:13]2[C:8](=[CH:9][CH:10]=[CH:11][CH:12]=2)[C:7]1=[O:16].C(O[C:24]([CH2:26][C:27]1[N:31]([CH3:32])[C:30]2[CH:33]=[CH:34][C:35]([C:37]([OH:39])=[O:38])=[CH:36][C:29]=2[N:28]=1)=O)C, predict the reaction product. (2) Given the reactants [CH3:1][C:2]1[CH:3]=[C:4]([C:24]#[N:25])[CH:5]=[C:6]2[C:10]=1[C:9](=[O:11])[N:8]([CH2:12][C:13]1[CH:18]=[CH:17][C:16]([O:19][C:20]([F:23])([F:22])[F:21])=[CH:15][CH:14]=1)[CH2:7]2, predict the reaction product. The product is: [NH2:25][CH2:24][C:4]1[CH:5]=[C:6]2[C:10](=[C:2]([CH3:1])[CH:3]=1)[C:9](=[O:11])[N:8]([CH2:12][C:13]1[CH:18]=[CH:17][C:16]([O:19][C:20]([F:23])([F:21])[F:22])=[CH:15][CH:14]=1)[CH2:7]2. (3) Given the reactants I[CH2:2][CH2:3][CH2:4][CH2:5][O:6][C:7]1[CH:12]=[CH:11][C:10]([NH:13][CH:14]=[C:15]2[C:23]3[C:18](=[CH:19][CH:20]=[CH:21][CH:22]=3)[NH:17][C:16]2=[O:24])=[CH:9][CH:8]=1.[CH2:25]([NH:27][CH2:28][CH3:29])[CH3:26], predict the reaction product. The product is: [CH2:25]([N:27]([CH2:28][CH3:29])[CH2:2][CH2:3][CH2:4][CH2:5][O:6][C:7]1[CH:12]=[CH:11][C:10]([NH:13][CH:14]=[C:15]2[C:23]3[C:18](=[CH:19][CH:20]=[CH:21][CH:22]=3)[NH:17][C:16]2=[O:24])=[CH:9][CH:8]=1)[CH3:26]. (4) Given the reactants [N:1]1([C:5]2[CH:6]=[CH:7][C:8]([O:11][C:12]3[CH:17]=[CH:16][CH:15]=[C:14]([CH:18]=[C:19]4[CH2:24][CH2:23][NH:22][CH2:21][CH2:20]4)[CH:13]=3)=[N:9][CH:10]=2)[CH2:4][CH2:3][CH2:2]1.[N:25]1[CH:30]=[CH:29][CH:28]=[C:27]([NH:31][C:32](=O)[O:33]C2C=CC=CC=2)[N:26]=1.C(N(CC)CC)C, predict the reaction product. The product is: [N:1]1([C:5]2[CH:6]=[CH:7][C:8]([O:11][C:12]3[CH:13]=[C:14]([CH:15]=[CH:16][CH:17]=3)[CH:18]=[C:19]3[CH2:20][CH2:21][N:22]([C:32]([NH:31][C:27]4[N:26]=[N:25][CH:30]=[CH:29][CH:28]=4)=[O:33])[CH2:23][CH2:24]3)=[N:9][CH:10]=2)[CH2:2][CH2:3][CH2:4]1. (5) Given the reactants CO[C:3]([C:5]1[O:9][N:8]=[C:7]([O:10][CH2:11][C:12]2[C:13]([C:18]3[CH:23]=[CH:22][CH:21]=[CH:20][N:19]=3)=[N:14][O:15][C:16]=2[CH3:17])[CH:6]=1)=[O:4].[CH2:24]([CH2:26][NH2:27])[OH:25], predict the reaction product. The product is: [OH:25][CH2:24][CH2:26][NH:27][C:3]([C:5]1[O:9][N:8]=[C:7]([O:10][CH2:11][C:12]2[C:13]([C:18]3[CH:23]=[CH:22][CH:21]=[CH:20][N:19]=3)=[N:14][O:15][C:16]=2[CH3:17])[CH:6]=1)=[O:4].